Dataset: NCI-60 drug combinations with 297,098 pairs across 59 cell lines. Task: Regression. Given two drug SMILES strings and cell line genomic features, predict the synergy score measuring deviation from expected non-interaction effect. (1) Drug 1: C1CN1P(=S)(N2CC2)N3CC3. Drug 2: C1CNP(=O)(OC1)N(CCCl)CCCl. Cell line: HCT-15. Synergy scores: CSS=-1.08, Synergy_ZIP=-5.37, Synergy_Bliss=-6.27, Synergy_Loewe=-23.5, Synergy_HSA=-8.80. (2) Drug 1: C#CCC(CC1=CN=C2C(=N1)C(=NC(=N2)N)N)C3=CC=C(C=C3)C(=O)NC(CCC(=O)O)C(=O)O. Drug 2: C1CN(CCN1C(=O)CCBr)C(=O)CCBr. Cell line: HOP-92. Synergy scores: CSS=12.6, Synergy_ZIP=-2.76, Synergy_Bliss=1.24, Synergy_Loewe=-5.61, Synergy_HSA=-5.79. (3) Drug 1: C1=NC2=C(N=C(N=C2N1C3C(C(C(O3)CO)O)F)Cl)N. Drug 2: C1CNP(=O)(OC1)N(CCCl)CCCl. Cell line: SNB-19. Synergy scores: CSS=6.69, Synergy_ZIP=-2.29, Synergy_Bliss=0.747, Synergy_Loewe=-7.74, Synergy_HSA=-0.408. (4) Drug 1: CC(C)(C#N)C1=CC(=CC(=C1)CN2C=NC=N2)C(C)(C)C#N. Drug 2: C1CN(CCN1C(=O)CCBr)C(=O)CCBr. Cell line: A498. Synergy scores: CSS=4.83, Synergy_ZIP=-0.627, Synergy_Bliss=-1.84, Synergy_Loewe=-6.25, Synergy_HSA=-6.28. (5) Drug 1: CS(=O)(=O)C1=CC(=C(C=C1)C(=O)NC2=CC(=C(C=C2)Cl)C3=CC=CC=N3)Cl. Drug 2: C1=C(C(=O)NC(=O)N1)F. Cell line: MDA-MB-231. Synergy scores: CSS=10.3, Synergy_ZIP=-6.44, Synergy_Bliss=-3.18, Synergy_Loewe=-3.32, Synergy_HSA=-1.66.